Dataset: Reaction yield outcomes from USPTO patents with 853,638 reactions. Task: Predict the reaction yield, written as a fraction of the theoretical maximum amount of product (1.0 means a 100% yield; for example, 0.34 means a 34% yield). (1) The reactants are [CH2:1]1[C:12]2[C:11]3[C:6](=[C:7]([CH:13]=O)[CH:8]=[CH:9][CH:10]=3)[NH:5][C:4]=2[CH2:3][CH2:2]1.Cl.[NH2:16]O.[H-].[H-].[H-].[H-].[Li+].[Al+3].[O-]S([O-])(=O)=O.[Na+].[Na+]. The catalyst is C1COCC1.N1C=CC=CC=1. The product is [CH2:1]1[C:12]2[C:11]3[CH:10]=[CH:9][CH:8]=[C:7]([CH2:13][NH2:16])[C:6]=3[NH:5][C:4]=2[CH2:3][CH2:2]1. The yield is 0.580. (2) The reactants are [CH3:1][O:2][C:3](=[O:16])[CH:4]([O:6][C:7]1[CH:12]=[CH:11][C:10]([N:13]=[C:14]=[O:15])=[CH:9][CH:8]=1)[CH3:5].[CH2:17]([OH:20])[CH2:18][OH:19]. The catalyst is O. The product is [CH3:1][O:2][C:3](=[O:16])[CH:4]([O:6][C:7]1[CH:12]=[CH:11][C:10]([NH:13][C:14]([O:19][CH2:18][CH2:17][OH:20])=[O:15])=[CH:9][CH:8]=1)[CH3:5]. The yield is 0.508.